From a dataset of Reaction yield outcomes from USPTO patents with 853,638 reactions. Predict the reaction yield, written as a fraction of the theoretical maximum amount of product (1.0 means a 100% yield; for example, 0.34 means a 34% yield). (1) The reactants are [NH:1]1[CH:5]=[C:4]([C:6]([NH2:8])=[O:7])[N:3]=[CH:2]1.[H-].[Na+].[CH2:11]([O:18][C@@H:19]([CH3:36])[C@@H:20](OS(C)(=O)=O)[CH2:21][CH2:22][C:23]1[CH:28]=[CH:27][CH:26]=[CH:25][C:24]=1[S:29][CH3:30])[C:12]1[CH:17]=[CH:16][CH:15]=[CH:14][CH:13]=1.O. The catalyst is CN(C=O)C. The product is [CH2:11]([O:18][C@H:19]([C@H:20]([N:1]1[CH:5]=[C:4]([C:6]([NH2:8])=[O:7])[N:3]=[CH:2]1)[CH2:21][CH2:22][C:23]1[CH:28]=[CH:27][CH:26]=[CH:25][C:24]=1[S:29][CH3:30])[CH3:36])[C:12]1[CH:17]=[CH:16][CH:15]=[CH:14][CH:13]=1. The yield is 0.116. (2) The reactants are [NH2:1][C@@H:2]1[CH2:13][CH:12]=[CH:11][CH2:10][CH2:9][C:8](=[O:14])[O:7][C@@H:6]([C:15]2[CH:20]=[CH:19][CH:18]=[CH:17][CH:16]=2)[C@H:5]([CH3:21])[N:4]([CH3:22])[C:3]1=[O:23].C(N(CC)CC)C.[C:31](OC(=O)C)(=[O:33])[CH3:32]. The catalyst is CN(C=O)C. The product is [CH3:21][C@@H:5]1[N:4]([CH3:22])[C:3](=[O:23])[C@H:2]([NH:1][C:31](=[O:33])[CH3:32])[CH2:13][CH:12]=[CH:11][CH2:10][CH2:9][C:8](=[O:14])[O:7][C@H:6]1[C:15]1[CH:20]=[CH:19][CH:18]=[CH:17][CH:16]=1. The yield is 0.230. (3) The reactants are [OH:1][C:2]1[CH:7]=[C:6]([Cl:8])[N:5]=[N:4][C:3]=1Cl.[CH:10]1([C:13]2[CH:18]=[CH:17][CH:16]=[C:15]([CH3:19])[C:14]=2[OH:20])[CH2:12][CH2:11]1.COC1C=C(C)C=CC=1.[OH-].[K+].Cl. The catalyst is CO. The product is [Cl:8][C:6]1[N:5]=[N:4][C:3]([O:20][C:14]2[C:15]([CH3:19])=[CH:16][CH:17]=[CH:18][C:13]=2[CH:10]2[CH2:11][CH2:12]2)=[C:2]([OH:1])[CH:7]=1. The yield is 0.750. (4) The reactants are C(OC([NH:8][C@@H:9]1[CH2:14][CH2:13][CH2:12][N:11]([C:15]2[CH:20]=[CH:19][N:18]=[C:17]3[N:21](C(OC(C)(C)C)=O)[CH:22]=[C:23]([NH:24][C:25](=[O:29])[CH:26]([CH3:28])[CH3:27])[C:16]=23)[CH2:10]1)=O)(C)(C)C.C(O)(C(F)(F)F)=O.C(Cl)[Cl:45]. The yield is 0.270. No catalyst specified. The product is [ClH:45].[NH2:8][C@@H:9]1[CH2:14][CH2:13][CH2:12][N:11]([C:15]2[CH:20]=[CH:19][N:18]=[C:17]3[NH:21][CH:22]=[C:23]([NH:24][C:25](=[O:29])[CH:26]([CH3:27])[CH3:28])[C:16]=23)[CH2:10]1. (5) The reactants are [CH3:1][N:2]1[CH2:6][CH2:5][CH:4]([C:7]([OH:9])=O)[CH2:3]1.S(Cl)(Cl)=O.[NH2:14][C:15]1[CH:20]=[C:19]([O:21][C:22]2[CH:23]=[CH:24][C:25]([NH:28][C:29]([NH:31][C:32](=[O:37])[C:33]([CH3:36])([CH3:35])[CH3:34])=[O:30])=[N:26][CH:27]=2)[CH:18]=[CH:17][N:16]=1.CCN(C(C)C)C(C)C.C([O-])([O-])=O.[K+].[K+]. The catalyst is C(Cl)Cl.C1COCC1. The product is [CH3:1][N:2]1[CH2:6][CH2:5][CH:4]([C:7]([NH:14][C:15]2[CH:20]=[C:19]([O:21][C:22]3[CH:27]=[N:26][C:25]([NH:28][C:29]([NH:31][C:32](=[O:37])[C:33]([CH3:35])([CH3:34])[CH3:36])=[O:30])=[CH:24][CH:23]=3)[CH:18]=[CH:17][N:16]=2)=[O:9])[CH2:3]1. The yield is 0.560. (6) The reactants are [F:1][C:2]([F:17])([F:16])[C:3]1[CH:15]=[CH:14][C:6](/[CH:7]=[CH:8]/[C:9](OCC)=[O:10])=[CH:5][CH:4]=1.[H-].C([Al+]CC(C)C)C(C)C.C1(C)C=CC=CC=1. The yield is 0.960. The catalyst is C1(C)C=CC=CC=1. The product is [F:1][C:2]([F:16])([F:17])[C:3]1[CH:15]=[CH:14][C:6](/[CH:7]=[CH:8]/[CH2:9][OH:10])=[CH:5][CH:4]=1.